Dataset: Forward reaction prediction with 1.9M reactions from USPTO patents (1976-2016). Task: Predict the product of the given reaction. (1) Given the reactants [NH2:1][C:2]1[C:10]([O:11][CH3:12])=[N:9][CH:8]=[CH:7][C:3]=1[C:4]([OH:6])=O.[CH3:13][NH2:14].[N:15]1([CH2:20][CH2:21][CH2:22][O:23][C:24]2[CH:31]=[CH:30][C:27]([CH:28]=O)=[CH:26][CH:25]=2)[CH2:19][CH2:18][CH2:17][CH2:16]1, predict the reaction product. The product is: [CH3:12][O:11][C:10]1[C:2]2[N:1]=[C:28]([C:27]3[CH:30]=[CH:31][C:24]([O:23][CH2:22][CH2:21][CH2:20][N:15]4[CH2:19][CH2:18][CH2:17][CH2:16]4)=[CH:25][CH:26]=3)[N:14]([CH3:13])[C:4](=[O:6])[C:3]=2[CH:7]=[CH:8][N:9]=1. (2) Given the reactants Br[C:2]1[CH:14]=[CH:13][C:5]([O:6][CH2:7][CH2:8][NH:9][C:10](=[O:12])[CH3:11])=[CH:4][CH:3]=1.[CH3:15][C:16]1([CH3:30])[CH2:21][O:20][B:19]([B:19]2[O:20][CH2:21][C:16]([CH3:30])([CH3:15])[CH2:17][O:18]2)[O:18][CH2:17]1.CC([O-])=O.[K+].C(OCC)(=O)C, predict the reaction product. The product is: [CH3:15][C:16]1([CH3:30])[CH2:21][O:20][B:19]([C:2]2[CH:14]=[CH:13][C:5]([O:6][CH2:7][CH2:8][NH:9][C:10](=[O:12])[CH3:11])=[CH:4][CH:3]=2)[O:18][CH2:17]1. (3) Given the reactants [CH2:1]([CH:3]([C:6]1[C:7]2[N:8]([C:13]([C:17]3[S:21][C:20]([NH:22][NH2:23])=[N:19][C:18]=3[CH3:24])=[C:14]([CH3:16])[N:15]=2)[N:9]=[C:10]([CH3:12])[CH:11]=1)[CH2:4][CH3:5])[CH3:2].[CH3:25][C:26](=O)[CH2:27][C:28](=O)[CH3:29], predict the reaction product. The product is: [CH3:25][C:26]1[CH:27]=[C:28]([CH3:29])[N:22]([C:20]2[S:21][C:17]([C:13]3[N:8]4[N:9]=[C:10]([CH3:12])[CH:11]=[C:6]([CH:3]([CH2:4][CH3:5])[CH2:1][CH3:2])[C:7]4=[N:15][C:14]=3[CH3:16])=[C:18]([CH3:24])[N:19]=2)[N:23]=1. (4) Given the reactants [F:1][C:2]1[CH:3]=[N:4][C:5]([N:8]2[CH2:13][CH2:12][CH:11]([CH:14]([O:16][C:17]3[CH:18]=[N:19][C:20]([C:23]4[CH:28]=[CH:27][C:26]([S:29]([CH3:32])(=[O:31])=[O:30])=[CH:25][CH:24]=4)=[CH:21][CH:22]=3)[CH3:15])[CH2:10][CH2:9]2)=[N:6][CH:7]=1.C(=O)=O, predict the reaction product. The product is: [F:1][C:2]1[CH:7]=[N:6][C:5]([N:8]2[CH2:13][CH2:12][CH:11]([C@H:14]([O:16][C:17]3[CH:18]=[N:19][C:20]([C:23]4[CH:24]=[CH:25][C:26]([S:29]([CH3:32])(=[O:31])=[O:30])=[CH:27][CH:28]=4)=[CH:21][CH:22]=3)[CH3:15])[CH2:10][CH2:9]2)=[N:4][CH:3]=1. (5) Given the reactants [ClH:1].[CH3:2][N:3]([CH3:24])[C:4]1[N:5]=[CH:6][C:7]([S:10]([C:13]2[CH:23]=[CH:22][C:16]([CH2:17][NH:18]C(=O)C)=[CH:15][CH:14]=2)(=[O:12])=[O:11])=[N:8][CH:9]=1, predict the reaction product. The product is: [ClH:1].[NH2:18][CH2:17][C:16]1[CH:22]=[CH:23][C:13]([S:10]([C:7]2[N:8]=[CH:9][C:4]([N:3]([CH3:24])[CH3:2])=[N:5][CH:6]=2)(=[O:11])=[O:12])=[CH:14][CH:15]=1. (6) Given the reactants [CH3:1][O:2][C:3]1[CH:4]=[C:5]([CH2:11][CH2:12][NH:13][C:14](=[O:30])[C:15]([C:20]2[CH:29]=[CH:28][C:27]3[CH2:26][CH2:25][CH2:24][CH2:23][C:22]=3[CH:21]=2)=[CH:16]N(C)C)[CH:6]=[CH:7][C:8]=1[O:9][CH3:10].Cl.[O:32]1CCCC1, predict the reaction product. The product is: [CH3:1][O:2][C:3]1[CH:4]=[C:5]([CH2:11][CH2:12][NH:13][C:14](=[O:30])[C:15]([C:20]2[CH:29]=[CH:28][C:27]3[CH2:26][CH2:25][CH2:24][CH2:23][C:22]=3[CH:21]=2)=[CH:16][OH:32])[CH:6]=[CH:7][C:8]=1[O:9][CH3:10]. (7) Given the reactants [CH3:1][N:2]1[CH2:14][CH2:13][C:5]2[NH:6][C:7]3[CH:8]=[CH:9][CH:10]=[CH:11][C:12]=3[C:4]=2[CH2:3]1.[CH3:15][C:16]1[CH:24]=[CH:23][C:19]([CH:20]2[O:22][CH2:21]2)=[CH:18][CH:17]=1.[H-].[Na+].C(O)(C(F)(F)F)=O, predict the reaction product. The product is: [CH3:1][N:2]1[CH2:14][CH2:13][C:5]2[N:6]([CH2:21][CH:20]([C:19]3[CH:23]=[CH:24][C:16]([CH3:15])=[CH:17][CH:18]=3)[OH:22])[C:7]3[CH:8]=[CH:9][CH:10]=[CH:11][C:12]=3[C:4]=2[CH2:3]1. (8) Given the reactants [OH:1][CH2:2][C@@:3]12[CH2:8][C@@H:7]1[CH2:6][O:5][C:4]2=[O:9].[H-].[Na+].[CH:12]1[CH:17]=[CH:16][C:15]([CH2:18]Br)=[CH:14][CH:13]=1, predict the reaction product. The product is: [CH2:18]([O:1][CH2:2][C@@:3]12[CH2:8][C@@H:7]1[CH2:6][O:5][C:4]2=[O:9])[C:15]1[CH:16]=[CH:17][CH:12]=[CH:13][CH:14]=1. (9) Given the reactants [CH2:1]([N:3]([CH2:30][CH3:31])[CH:4]1[CH2:8][CH2:7][N:6]([C:9]([C:11]2[N:12]([CH3:29])[C:13]([C:17]3[CH:22]=[CH:21][CH:20]=[C:19]([CH2:23][CH2:24][CH2:25][CH2:26][CH2:27][CH3:28])[CH:18]=3)=[N:14][C:15]=2I)=[O:10])[CH2:5]1)[CH3:2], predict the reaction product. The product is: [CH2:30]([N:3]([CH2:1][CH3:2])[CH:4]1[CH2:8][CH2:7][N:6]([C:9]([C:11]2[N:12]([CH3:29])[C:13]([C:17]3[CH:22]=[CH:21][CH:20]=[C:19]([CH2:23][CH2:24][CH2:25][CH2:26][CH2:27][CH3:28])[CH:18]=3)=[N:14][CH:15]=2)=[O:10])[CH2:5]1)[CH3:31].